This data is from Full USPTO retrosynthesis dataset with 1.9M reactions from patents (1976-2016). The task is: Predict the reactants needed to synthesize the given product. (1) Given the product [NH2:1][C:2]1[C:7]2=[C:8]([Br:24])[CH:9]=[C:10]([CH2:11][CH2:12][OH:37])[N:6]2[N:5]=[CH:4][N:3]=1, predict the reactants needed to synthesize it. The reactants are: [NH2:1][C:2]1[C:7]2=[C:8]([Br:24])[CH:9]=[C:10]([CH:11]3CCN(C(OC(C)(C)C)=O)C[CH2:12]3)[N:6]2[N:5]=[CH:4][N:3]=1.NC1C2=CC=C(CC[OH:37])N2N=CN=1. (2) Given the product [F:25][C:26]1([F:32])[CH2:20][CH2:19][N:18]([C:16]([C:6]2[N:7]([CH2:11][C:12]([F:15])([F:13])[F:14])[C:8]3[C:4]([CH:5]=2)=[CH:3][C:2]([OH:1])=[CH:10][CH:9]=3)=[O:17])[CH2:23][CH2:22]1, predict the reactants needed to synthesize it. The reactants are: [OH:1][C:2]1[CH:3]=[C:4]2[C:8](=[CH:9][CH:10]=1)[N:7]([CH2:11][C:12]([F:15])([F:14])[F:13])[C:6]([C:16]([N:18]1[CH2:23][CH2:22]O[CH2:20][CH2:19]1)=[O:17])=[CH:5]2.Cl.[F:25][C:26]1([F:32])CCNCC1. (3) Given the product [NH2:43][C:20]1[CH:21]=[C:22]([C:24]2[C:25]([I:42])=[C:26]([N:37]([CH3:41])[C:38](=[O:40])[CH3:39])[C:27]([I:36])=[C:28]([N:31]([CH3:35])[C:32](=[O:34])[CH3:33])[C:29]=2[I:30])[CH:23]=[C:4]([NH2:1])[C:5]=1[C:6]([C:8]1([O:17][C@H:16]([CH2:18][OH:19])[C@@H:14]([OH:15])[C@H:12]([OH:13])[C@H:10]1[NH2:11])[OH:9])=[O:7], predict the reactants needed to synthesize it. The reactants are: [N+:1]([C:4]1[CH:23]=[C:22]([C:24]2[C:29]([I:30])=[C:28]([N:31]([CH3:35])[C:32](=[O:34])[CH3:33])[C:27]([I:36])=[C:26]([N:37]([CH3:41])[C:38](=[O:40])[CH3:39])[C:25]=2[I:42])[CH:21]=[C:20]([N+:43]([O-])=O)[C:5]=1[C:6]([C:8]1([O:17][C@H:16]([CH2:18][OH:19])[C@@H:14]([OH:15])[C@H:12]([OH:13])[C@H:10]1[NH2:11])[OH:9])=[O:7])([O-])=O.[H][H]. (4) Given the product [CH3:1][C:2]([CH3:5])([CH:40]([O:13][CH2:9][C:10]1[CH:11]=[CH:12][CH:19]=[CH:14][CH:15]=1)[CH:41]=[CH2:42])[CH2:3][OH:38], predict the reactants needed to synthesize it. The reactants are: [CH3:1][C:2]([CH3:5])([O-])[CH3:3].[K+].[PH5].O1[CH2:12][CH2:11][CH2:10][CH:9]1[OH:13].[C:14]1(P(=O)(C2C=CC=CC=2)C2C=CC=CC=2)[CH:19]=CC=C[CH:15]=1.C([O:38]C)(C)(C)C.[CH3:40][CH2:41][CH2:42]CCC. (5) Given the product [Cl:24][C:21]1[CH:22]=[N:23][C:2]2[N:19]=[C:7]([CH2:8][O:9][CH2:10][CH2:11][C:12]3[CH:17]=[CH:16][C:15]([F:18])=[CH:14][CH:13]=3)[NH:6][C:4](=[O:5])[C:3]=2[CH:20]=1, predict the reactants needed to synthesize it. The reactants are: Cl[C:2]1[N:23]=[CH:22][C:21]([Cl:24])=[CH:20][C:3]=1[C:4]([NH:6][C:7](=[NH:19])[CH2:8][O:9][CH2:10][CH2:11][C:12]1[CH:17]=[CH:16][C:15]([F:18])=[CH:14][CH:13]=1)=[O:5].CC([O-])(C)C.[K+].